From a dataset of Merck oncology drug combination screen with 23,052 pairs across 39 cell lines. Regression. Given two drug SMILES strings and cell line genomic features, predict the synergy score measuring deviation from expected non-interaction effect. (1) Drug 1: CCN(CC)CCNC(=O)c1c(C)[nH]c(C=C2C(=O)Nc3ccc(F)cc32)c1C. Drug 2: COC1CC2CCC(C)C(O)(O2)C(=O)C(=O)N2CCCCC2C(=O)OC(C(C)CC2CCC(OP(C)(C)=O)C(OC)C2)CC(=O)C(C)C=C(C)C(O)C(OC)C(=O)C(C)CC(C)C=CC=CC=C1C. Cell line: T47D. Synergy scores: synergy=35.2. (2) Drug 1: Cc1nc(Nc2ncc(C(=O)Nc3c(C)cccc3Cl)s2)cc(N2CCN(CCO)CC2)n1. Drug 2: Cn1cc(-c2cnn3c(N)c(Br)c(C4CCCNC4)nc23)cn1. Cell line: HT29. Synergy scores: synergy=47.1. (3) Drug 1: COc1cccc2c1C(=O)c1c(O)c3c(c(O)c1C2=O)CC(O)(C(=O)CO)CC3OC1CC(N)C(O)C(C)O1. Drug 2: CC(C)CC(NC(=O)C(Cc1ccccc1)NC(=O)c1cnccn1)B(O)O. Cell line: MDAMB436. Synergy scores: synergy=-5.18. (4) Drug 1: CC1(c2nc3c(C(N)=O)cccc3[nH]2)CCCN1. Drug 2: NC1CCCCC1N.O=C(O)C(=O)O.[Pt+2]. Cell line: OCUBM. Synergy scores: synergy=19.0. (5) Drug 1: CCN(CC)CCNC(=O)c1c(C)[nH]c(C=C2C(=O)Nc3ccc(F)cc32)c1C. Drug 2: Cc1nc(Nc2ncc(C(=O)Nc3c(C)cccc3Cl)s2)cc(N2CCN(CCO)CC2)n1. Cell line: EFM192B. Synergy scores: synergy=12.2.